Dataset: Forward reaction prediction with 1.9M reactions from USPTO patents (1976-2016). Task: Predict the product of the given reaction. (1) Given the reactants [Br:1][C:2]1[CH:3]=[C:4]([N:8]2[C:16]3[C:11](=[CH:12][C:13]([CH2:17][OH:18])=[CH:14][CH:15]=3)[C:10]([C:19]([O:21][CH3:22])=[O:20])=[N:9]2)[CH:5]=[CH:6][CH:7]=1.C1C=C[NH+]=CC=1.[O-:29][Cr](Cl)(=O)=O.I(O)(=O)(=O)=O, predict the reaction product. The product is: [Br:1][C:2]1[CH:3]=[C:4]([N:8]2[C:16]3[C:11](=[CH:12][C:13]([C:17]([OH:29])=[O:18])=[CH:14][CH:15]=3)[C:10]([C:19]([O:21][CH3:22])=[O:20])=[N:9]2)[CH:5]=[CH:6][CH:7]=1. (2) Given the reactants [ClH:1].Cl.[C@H]1(C[N:14]2[CH2:19][CH2:18][CH:17]([NH:20][C:21]([C:23]3[NH:24][C:25]4[C:30]([CH:31]=3)=[C:29]([O:32][CH2:33][C:34]3[C:38]5[CH:39]=[C:40]([Cl:43])[CH:41]=[CH:42][C:37]=5[O:36][CH:35]=3)[CH:28]=[CH:27][CH:26]=4)=[O:22])[CH2:16][CH2:15]2)[C@@H]2N(CCCC2)CCC1.Cl.Cl.Cl.NC1CCN([CH2:54][C@@H:55]([N:57]2[CH2:62][CH2:61][C@H:60]([OH:63])[C@@H:59]([CH3:64])[CH2:58]2)[CH3:56])CC1, predict the reaction product. The product is: [ClH:43].[ClH:1].[OH:63][C@H:60]1[CH2:61][CH2:62][N:57]([C@@H:55]([CH3:56])[CH2:54][N:14]2[CH2:15][CH2:16][CH:17]([NH:20][C:21]([C:23]3[NH:24][C:25]4[C:30]([CH:31]=3)=[C:29]([O:32][CH2:33][C:34]3[C:38]5[CH:39]=[C:40]([Cl:43])[CH:41]=[CH:42][C:37]=5[O:36][CH:35]=3)[CH:28]=[CH:27][CH:26]=4)=[O:22])[CH2:18][CH2:19]2)[CH2:58][C@@H:59]1[CH3:64]. (3) Given the reactants [NH2:1][C:2]1[CH:3]=[C:4]([CH2:9][OH:10])[CH:5]=[C:6]([CH3:8])[CH:7]=1.N1C=CN=C1.[CH3:16][C:17]([Si:20](Cl)([CH3:22])[CH3:21])([CH3:19])[CH3:18], predict the reaction product. The product is: [Si:20]([O:10][CH2:9][C:4]1[CH:3]=[C:2]([CH:7]=[C:6]([CH3:8])[CH:5]=1)[NH2:1])([C:17]([CH3:19])([CH3:18])[CH3:16])([CH3:22])[CH3:21]. (4) The product is: [CH:1]1[C:10]2[C:5](=[CH:6][CH:7]=[CH:8][CH:9]=2)[CH:4]=[CH:3][C:2]=1[C:15]1[CH:16]=[C:17]([CH:23]=[CH:24][N:25]=1)[C:18]([O:20][CH2:21][CH3:22])=[O:19]. Given the reactants [CH:1]1[C:10]2[C:5](=[CH:6][CH:7]=[CH:8][CH:9]=2)[CH:4]=[CH:3][C:2]=1B(O)O.Cl[C:15]1[CH:16]=[C:17]([CH:23]=[CH:24][N:25]=1)[C:18]([O:20][CH2:21][CH3:22])=[O:19], predict the reaction product.